From a dataset of Full USPTO retrosynthesis dataset with 1.9M reactions from patents (1976-2016). Predict the reactants needed to synthesize the given product. Given the product [OH:24][C:9]1[C:8]([C:6]([NH:25][CH2:26][C:27]([OH:29])=[O:28])=[O:7])=[N:13][C:12]([C:14]2[CH:19]=[CH:18][CH:17]=[CH:16][N:15]=2)=[C:11]2[S:20][N:21]=[C:22]([CH3:23])[C:10]=12, predict the reactants needed to synthesize it. The reactants are: C(O[C:6]([C:8]1[C:9]([OH:24])=[C:10]2[C:22]([CH3:23])=[N:21][S:20][C:11]2=[C:12]([C:14]2[CH:19]=[CH:18][CH:17]=[CH:16][N:15]=2)[N:13]=1)=[O:7])CCC.[NH2:25][CH2:26][C:27]([OH:29])=[O:28].